Dataset: Experimentally validated miRNA-target interactions with 360,000+ pairs, plus equal number of negative samples. Task: Binary Classification. Given a miRNA mature sequence and a target amino acid sequence, predict their likelihood of interaction. (1) The miRNA is mmu-miR-882 with sequence AGGAGAGAGUUAGCGCAUUAGU. The protein sequence of the target gene is MASPPDTDGFSDVRKVGYLRKPKSMHKRFFVLRAASEAGGPARLEYYENEKKWRHKSSAPKRSIPLESCFNINKRADSKNKHLVALYTRDEHFAIAADSEAEQDSWYQALLQLHNRAKAHHDGAGGGCGGSCSGSSGVGEAGEDLSYDTGPGPAFKEVWQVILKPKGLGQTKNLIGIYRLCLTSKTISFVKLNSEAAAVVLQLMNIRRCGHSENFFFIEVGRSAVTGPGEFWMQVDDSVVAQNMHETILEAMRAMSDEFRPRTKSQSSSSCSNPISVPLRRHHLNNPPPSQVGLTRRSRT.... Result: 0 (no interaction). (2) The miRNA is hsa-miR-7153-3p with sequence CACCAUGGACGGUUUACC. The protein sequence of the target gene is MWPPQLLILTMLLAPVVHGGKHNERHPALAAPLRHAERSPGGALPPRHLLQQPAAERSTAHRGQGPRGAARGVRGPGAPGAQIAAQAFSRAPIPMAVVRRELSCESYPIELRCPGTDVIMIESANYGRTDDKICDSDPAQMENIRCYLPDAYKIMSQRCNNRTQCAVVAGPDVFPDPCPGTYKYLEVQYECVPYKVEQKVFLCPGLLKGVYQSEHLFESDHQSGAWCKDPLQASDKIYYMPWTPYRTDTLTEYSSKDDFIAGRPTTTYKLPHRVDGTGFVVYDGALFFNKERTRNIVKFD.... Result: 0 (no interaction). (3) The miRNA is hsa-miR-3074-3p with sequence GAUAUCAGCUCAGUAGGCACCG. The protein sequence of the target gene is MGLQQEISLQPWCHHPAESCQTTTDMTERLSAEQIKEYKGVFEMFDEEGNGEVKTGELEWLMSLLGINPTKSELASMAKDVDRDNKGFFNCDGFLALMGVYHEKAQNQESELRAAFRVFDKEGKGYIDWNTLKYVLMNAGEPLNEVEAEQMMKEADKDGDRTIDYEEFVAMMTGESFKLIQ. Result: 0 (no interaction). (4) The protein sequence of the target gene is MAQSRDTGNPFPDSGELDNPFQDPAVIQHRPSQQYATLDVYNPFENREPPPAYEPPAPAPAPLPPPSAPSVQSSRKLSPTEPRNYGSYSTQASAAAATAELLKKQEELNRKAEELDRRERELQHVALGGAGTRQNNWPPLPSFCPVKPCFFQDISMEIPQEFQKTVSTMYYLWMCSTLALLLNFFACLARFCVDTGSGSGFGLSMLWLLLFTPCSFVCWYRPMYKAFRSDSSFNFFVFFFIFFVQDVFFVLQAIGIPGWGFSGWVTALVVVGSKPAVAVLMLLVALLFTGIAVLGIVMLK.... Result: 1 (interaction). The miRNA is mmu-miR-7b-5p with sequence UGGAAGACUUGUGAUUUUGUUGUU. (5) The miRNA is mmu-miR-223-3p with sequence UGUCAGUUUGUCAAAUACCCCA. The protein sequence of the target gene is MAAHRPVEWVQAVVSRFDEQLPIKTGQQNTHTKVSTEHNKECLINISKYKFSLVISGLTTILKNVNNMRIFGEAAEKNLYLSQLIILDTLEKCLAGQPKDTMRLDETMLVKQLLPEICHFLHTCREGNQHAAELRNSASGVLFSLSCNNFNAVFSRISTRLQELTVCSEDNVDVHDIELLQYINVDCAKLKRLLKETAFKFKALKKVAQLAVINSLEKAFWNWVENYPDEFTKLYQIPQTDMAECAEKLFDLVDGFAESTKRKAAVWPLQIILLILCPEIIQDISKDVVDESNINKKLFL.... Result: 1 (interaction). (6) The miRNA is hsa-miR-519b-3p with sequence AAAGUGCAUCCUUUUAGAGGUU. The protein sequence of the target gene is MNLEGGGRGGEFGMSAVSCGNGKLRQWLIDQIDSGKYPGLVWENEEKSIFRIPWKHAGKQDYNREEDAALFKAWALFKGKFREGIDKPDPPTWKTRLRCALNKSNDFEELVERSQLDISDPYKVYRIVPEGAKKGAKQLTLEDPQMSMSHPYTMTTPYPSLPAQQVHNYMMPPLDRSWRDYVPDQPHPEIPYQCPMTFGPRGHHWQGPACENGCQVTGTFYACAPPESQAPGVPTEPSIRSAEALAFSDCRLHICLYYREILVKELTTSSPEGCRISHGHTYDASNLDQVLFPYPEDNGQ.... Result: 0 (no interaction). (7) The miRNA is hsa-miR-6808-5p with sequence CAGGCAGGGAGGUGGGACCAUG. The protein sequence of the target gene is MRNMIPQDNENPPQQGEANQNDSVAFEDVAVNFTPDEWALLDPSQKNLYREVMQETLRNLASIEVLWKRDSLKVKVISMEKF. Result: 1 (interaction). (8) The miRNA is mmu-miR-546 with sequence AUGGUGGCACGGAGUC. The protein sequence of the target gene is MAALAGDEAWRCRGCGTYVPLSQRLYRTANEAWHGSCFRCSECQESLTNWYYEKDGKLYCHKDYWAKFGEFCHGCSLLMTGPAMVAGEFKYHPECFACMSCKVIIEDGDAYALVQHATLYCGKCHNEVVLAPMFERLSTESVQDQLPYSVTLISMPATTECRRGFSVTVESASSNYATTVQVKEVNRMHISPNNRNAIHPGDRILEINGTPVRTLRVEEVEDAIKQTSQTLQLLIEHDPVPQRLDQLRLDARLPPHMQSTGHTLMLSTLDTKENQEGTLRRRSLRRSNSISKSPGPSSPK.... Result: 0 (no interaction).